Dataset: Catalyst prediction with 721,799 reactions and 888 catalyst types from USPTO. Task: Predict which catalyst facilitates the given reaction. (1) Reactant: O[CH:2]([C:13]1[CH:18]=[CH:17][C:16]([O:19][CH3:20])=[CH:15][CH:14]=1)[C:3]([C:5]1[CH:10]=[CH:9][C:8]([O:11][CH3:12])=[CH:7][CH:6]=1)=O.[CH3:21][NH:22][C:23]([NH:25][CH3:26])=[O:24]. Product: [CH3:12][O:11][C:8]1[CH:9]=[CH:10][C:5]([C:3]2[N:22]([CH3:21])[C:23](=[O:24])[N:25]([CH3:26])[C:2]=2[C:13]2[CH:18]=[CH:17][C:16]([O:19][CH3:20])=[CH:15][CH:14]=2)=[CH:6][CH:7]=1. The catalyst class is: 746. (2) Reactant: [CH3:1][C:2]([CH3:7])([CH2:5][NH2:6])[CH2:3][NH2:4].[CH2:8]([O:10]C=O)C.[CH3:13][OH:14]. Product: [CH3:1][C:2]([CH3:7])([CH2:5][NH:6][CH:13]=[O:14])[CH2:3][NH:4][CH:8]=[O:10]. The catalyst class is: 2. (3) Reactant: [CH3:1][C:2]1[C:6]([C:7]2[CH:8]=[C:9]3[C:13](=[CH:14][CH:15]=2)[NH:12][C:11](=[O:16])[C:10]3([CH3:23])[C:17]2[CH:22]=[CH:21][CH:20]=[CH:19][CH:18]=2)=[C:5]([CH3:24])[O:4][N:3]=1.I[C:26]1[CH:27]=[N:28][CH:29]=[CH:30][CH:31]=1.CNCCNC.C(=O)([O-])[O-].[K+].[K+]. Product: [CH3:1][C:2]1[C:6]([C:7]2[CH:8]=[C:9]3[C:13](=[CH:14][CH:15]=2)[N:12]([C:26]2[CH:27]=[N:28][CH:29]=[CH:30][CH:31]=2)[C:11](=[O:16])[C:10]3([CH3:23])[C:17]2[CH:18]=[CH:19][CH:20]=[CH:21][CH:22]=2)=[C:5]([CH3:24])[O:4][N:3]=1. The catalyst class is: 321. (4) Reactant: [CH2:1]1[C:10]2[C:5](=[CH:6][CH:7]=[CH:8][CH:9]=2)[CH2:4][CH2:3][N:2]1[C:11](Cl)=[O:12].[N:14]1[C:18]2([CH2:22][CH2:21][CH2:20][CH2:19]2)[CH2:17][S:16][C:15]=1[NH:23][C:24]1[CH:25]=[CH:26][C:27]([OH:30])=[N:28][CH:29]=1.N12CCN(CC1)CC2. Product: [N:14]1[C:18]2([CH2:19][CH2:20][CH2:21][CH2:22]2)[CH2:17][S:16][C:15]=1[NH:23][C:24]1[CH:25]=[CH:26][C:27]([O:30][C:11]([N:2]2[CH2:3][CH2:4][C:5]3[C:10](=[CH:9][CH:8]=[CH:7][CH:6]=3)[CH2:1]2)=[O:12])=[N:28][CH:29]=1. The catalyst class is: 9. (5) Reactant: [C:1]1([NH:7][C:8]2[CH:16]=[CH:15][CH:14]=[C:13]3[C:9]=2[CH:10]=[CH:11][N:12]3[Si:17]([CH:24]([CH3:26])[CH3:25])([CH:21]([CH3:23])[CH3:22])[CH:18]([CH3:20])[CH3:19])[CH:6]=[CH:5][CH:4]=[CH:3][CH:2]=1.[Cl:27][CH2:28][C:29](Cl)=[O:30]. Product: [Cl:27][CH2:28][C:29]([N:7]([C:1]1[CH:2]=[CH:3][CH:4]=[CH:5][CH:6]=1)[C:8]1[CH:16]=[CH:15][CH:14]=[C:13]2[C:9]=1[CH:10]=[CH:11][N:12]2[Si:17]([CH:21]([CH3:23])[CH3:22])([CH:24]([CH3:26])[CH3:25])[CH:18]([CH3:19])[CH3:20])=[O:30]. The catalyst class is: 2. (6) Product: [NH2:3][CH:12]1[CH2:17][CH2:16][CH:15]([S:18]([NH2:21])(=[O:19])=[O:20])[CH2:14][CH2:13]1. Reactant: O=C1C2C(=CC=CC=2)C(=O)[N:3]1[CH:12]1[CH2:17][CH2:16][CH:15]([S:18]([NH2:21])(=[O:20])=[O:19])[CH2:14][CH2:13]1.Cl. The catalyst class is: 14.